This data is from Forward reaction prediction with 1.9M reactions from USPTO patents (1976-2016). The task is: Predict the product of the given reaction. (1) Given the reactants ClCCl.[Br:4][C:5]1[CH:6]=[C:7]2[C:11](=[CH:12][CH:13]=1)[NH:10][CH:9]=[C:8]2[C:14]([O:16][C:17]([CH3:20])([CH3:19])[CH3:18])=[O:15].[C:21](O[C:21]([O:23][C:24]([CH3:27])([CH3:26])[CH3:25])=[O:22])([O:23][C:24]([CH3:27])([CH3:26])[CH3:25])=[O:22], predict the reaction product. The product is: [Br:4][C:5]1[CH:6]=[C:7]2[C:11](=[CH:12][CH:13]=1)[N:10]([C:21]([O:23][C:24]([CH3:27])([CH3:26])[CH3:25])=[O:22])[CH:9]=[C:8]2[C:14]([O:16][C:17]([CH3:20])([CH3:19])[CH3:18])=[O:15]. (2) Given the reactants [CH3:1][O:2][C:3]1[CH:8]=[CH:7][CH:6]=[CH:5][C:4]=1[C:9]1[C:17]2[C:12](=[N:13][CH:14]=[C:15](B3OC(C)(C)C(C)(C)O3)[CH:16]=2)[N:11]([S:27]([C:30]2[CH:35]=[CH:34][C:33]([CH3:36])=[CH:32][CH:31]=2)(=[O:29])=[O:28])[CH:10]=1.[F:37][C:38]1[C:39]([NH:48][CH:49]2[CH2:54][CH2:53][CH:52]([OH:55])[CH2:51][CH2:50]2)=[C:40]([CH:44]=[C:45](I)[CH:46]=1)[C:41]([OH:43])=[O:42].C(=O)([O-])[O-].[Na+].[Na+].Cl, predict the reaction product. The product is: [F:37][C:38]1[C:39]([NH:48][CH:49]2[CH2:54][CH2:53][CH:52]([OH:55])[CH2:51][CH2:50]2)=[C:40]([CH:44]=[C:45]([C:15]2[CH:16]=[C:17]3[C:9]([C:4]4[CH:5]=[CH:6][CH:7]=[CH:8][C:3]=4[O:2][CH3:1])=[CH:10][N:11]([S:27]([C:30]4[CH:35]=[CH:34][C:33]([CH3:36])=[CH:32][CH:31]=4)(=[O:28])=[O:29])[C:12]3=[N:13][CH:14]=2)[CH:46]=1)[C:41]([OH:43])=[O:42]. (3) Given the reactants [C:1]1([OH:7])[CH:6]=[CH:5][CH:4]=[CH:3][CH:2]=1.[H-].[Na+].[Cl:10][C:11]1[CH:16]=[C:15](Cl)[N:14]=[CH:13][N:12]=1.[Cl-].[NH4+], predict the reaction product. The product is: [O:7]([C:15]1[CH:16]=[C:11]([Cl:10])[N:12]=[CH:13][N:14]=1)[C:1]1[CH:6]=[CH:5][CH:4]=[CH:3][CH:2]=1. (4) Given the reactants [CH3:1][C:2]1[CH:3]=[C:4]([CH:8]=[C:9]([N:11]2[CH2:16][CH2:15][O:14][CH2:13][CH2:12]2)[N:10]=1)[C:5]([OH:7])=O.C([O:21][C:22](=[O:38])[CH2:23][CH2:24][C:25]1[C:30]([CH3:31])=[CH:29][C:28]([C:32](=[NH:35])[NH:33]O)=[CH:27][C:26]=1[CH2:36][CH3:37])(C)(C)C, predict the reaction product. The product is: [CH2:36]([C:26]1[CH:27]=[C:28]([C:32]2[N:33]=[C:5]([C:4]3[CH:8]=[C:9]([N:11]4[CH2:16][CH2:15][O:14][CH2:13][CH2:12]4)[N:10]=[C:2]([CH3:1])[CH:3]=3)[O:7][N:35]=2)[CH:29]=[C:30]([CH3:31])[C:25]=1[CH2:24][CH2:23][C:22]([OH:38])=[O:21])[CH3:37]. (5) Given the reactants [N+:1]1([O-:10])[CH:6]=[C:5]([CH3:7])[CH:4]=[C:3]([CH3:8])[C:2]=1[CH3:9].C([O-])([O-])=O.[K+].[K+].[Br:17]Br.CCOC(C)=O, predict the reaction product. The product is: [Br:17][C:4]1[C:5]([CH3:7])=[CH:6][N+:1]([O-:10])=[C:2]([CH3:9])[C:3]=1[CH3:8]. (6) Given the reactants [N:1]1([CH2:6][CH2:7][O:8][C:9]2[CH:14]=[CH:13][C:12]([NH:15][C:16]3[N:33]=[C:19]4[CH:20]=[CH:21][CH:22]=[C:23]([C:24]5[CH:25]=[N:26][N:27]([CH2:29][C:30]([OH:32])=O)[CH:28]=5)[N:18]4[N:17]=3)=[CH:11][CH:10]=2)[CH2:5][CH2:4][CH2:3][CH2:2]1.CCN=C=NCCCN(C)C.C(N(C(C)C)CC)(C)C.C1C=CC2N(O)N=NC=2C=1.[CH2:64]([NH2:69])[C:65]([CH3:68])([CH3:67])[CH3:66], predict the reaction product. The product is: [CH3:66][C:65]([CH3:68])([CH3:67])[CH2:64][NH:69][C:30](=[O:32])[CH2:29][N:27]1[CH:28]=[C:24]([C:23]2[N:18]3[N:17]=[C:16]([NH:15][C:12]4[CH:13]=[CH:14][C:9]([O:8][CH2:7][CH2:6][N:1]5[CH2:2][CH2:3][CH2:4][CH2:5]5)=[CH:10][CH:11]=4)[N:33]=[C:19]3[CH:20]=[CH:21][CH:22]=2)[CH:25]=[N:26]1. (7) Given the reactants C[O:2][C:3](=O)[C@@H:4]([CH2:16][NH:17][S:18]([CH3:21])(=[O:20])=[O:19])[NH:5][C:6]([O:8][CH2:9][C:10]1[CH:15]=[CH:14][CH:13]=[CH:12][CH:11]=1)=[O:7].C1COCC1.[Cl-].[Li+].[BH4-].[Na+], predict the reaction product. The product is: [OH:2][CH2:3][C@H:4]([NH:5][C:6](=[O:7])[O:8][CH2:9][C:10]1[CH:15]=[CH:14][CH:13]=[CH:12][CH:11]=1)[CH2:16][NH:17][S:18]([CH3:21])(=[O:20])=[O:19]. (8) Given the reactants [H-].[Na+].[CH3:3][C:4]1[C:5](=[O:10])[NH:6][CH:7]=[CH:8][CH:9]=1.Br[CH2:12][CH2:13][CH2:14][NH:15][C:16](=[O:22])[O:17][C:18]([CH3:21])([CH3:20])[CH3:19], predict the reaction product. The product is: [C:18]([O:17][C:16](=[O:22])[NH:15][CH2:14][CH2:13][CH2:12][N:6]1[CH:7]=[CH:8][CH:9]=[C:4]([CH3:3])[C:5]1=[O:10])([CH3:21])([CH3:20])[CH3:19]. (9) Given the reactants [CH2:1]([NH:8][C:9]1[S:10][CH:11]=[C:12]([C:14]2[CH:19]=[CH:18][CH:17]=[CH:16][N:15]=2)[N:13]=1)[C:2]1[CH:7]=[CH:6][CH:5]=[CH:4][CH:3]=1.[Cl:20]N1C(=O)CCC1=O, predict the reaction product. The product is: [CH2:1]([NH:8][C:9]1[S:10][C:11]([Cl:20])=[C:12]([C:14]2[CH:19]=[CH:18][CH:17]=[CH:16][N:15]=2)[N:13]=1)[C:2]1[CH:3]=[CH:4][CH:5]=[CH:6][CH:7]=1.